From a dataset of Reaction yield outcomes from USPTO patents with 853,638 reactions. Predict the reaction yield, written as a fraction of the theoretical maximum amount of product (1.0 means a 100% yield; for example, 0.34 means a 34% yield). The reactants are [F:1][C:2]1[CH:3]=[CH:4][C:5]([C@@H:8]([OH:12])[CH2:9][NH:10][CH3:11])=[N:6][CH:7]=1.Br[CH:14]([C:16]1[C:17]([Cl:23])=[N:18][C:19]([Cl:22])=[CH:20][CH:21]=1)[CH3:15].C(=O)([O-])[O-].[Cs+].[Cs+]. The catalyst is CN(C=O)C.C(OCC)(=O)C. The product is [Cl:23][C:17]1[C:16]([CH:14]([N:10]([CH3:11])[CH2:9][C@@H:8]([C:5]2[CH:4]=[CH:3][C:2]([F:1])=[CH:7][N:6]=2)[OH:12])[CH3:15])=[CH:21][CH:20]=[C:19]([Cl:22])[N:18]=1. The yield is 0.460.